Dataset: Forward reaction prediction with 1.9M reactions from USPTO patents (1976-2016). Task: Predict the product of the given reaction. (1) The product is: [F:27][C:16]1[C:15]([C:28]2[CH:33]=[CH:32][CH:31]=[CH:30][CH:29]=2)=[C:14]([CH3:34])[C:13]([C:11]#[N:12])=[C:18]2[C:17]=1[O:21][C:20]([C:22]([N:5]1[CH2:10][CH2:9][CH2:8][CH2:7][CH2:6]1)=[O:23])=[N:19]2. Given the reactants C[Al](C)C.[NH:5]1[CH2:10][CH2:9][CH2:8][CH2:7][CH2:6]1.[C:11]([C:13]1[C:18]2[N:19]=[C:20]([C:22](OCC)=[O:23])[O:21][C:17]=2[C:16]([F:27])=[C:15]([C:28]2[CH:33]=[CH:32][CH:31]=[CH:30][CH:29]=2)[C:14]=1[CH3:34])#[N:12].Cl, predict the reaction product. (2) Given the reactants [F:1][C:2]1[CH:10]=[CH:9][C:5]([C:6](Cl)=[O:7])=[CH:4][C:3]=1[CH3:11].[NH3:12], predict the reaction product. The product is: [F:1][C:2]1[CH:10]=[CH:9][C:5]([C:6]([NH2:12])=[O:7])=[CH:4][C:3]=1[CH3:11]. (3) Given the reactants C(N(CC)CC)C.Cl.[Cl:9][C:10]1[CH:11]=[C:12]2[C:16](=[CH:17][CH:18]=1)[NH:15][CH:14]=[C:13]2[CH2:19][CH2:20][NH2:21].[Cl:22][CH2:23][C:24]1[CH:25]=[C:26]([CH:30]=[CH:31][CH:32]=1)[C:27](Cl)=[O:28], predict the reaction product. The product is: [Cl:9][C:10]1[CH:11]=[C:12]2[C:16](=[CH:17][CH:18]=1)[NH:15][CH:14]=[C:13]2[CH2:19][CH2:20][NH:21][C:27](=[O:28])[C:26]1[CH:30]=[CH:31][CH:32]=[C:24]([CH2:23][Cl:22])[CH:25]=1. (4) Given the reactants [C:1]([C:4]1[CH:9]=[CH:8][CH:7]=[CH:6][C:5]=1[S:10][C:11]1[CH:19]=[CH:18][C:17]([Cl:20])=[CH:16][C:12]=1[C:13](O)=[O:14])(O)=[O:2].C(C1C=CC=C([N+]([O-])=O)C=1SC1C=CC(F)=CC=1C(O)=O)(O)=O.B, predict the reaction product. The product is: [Cl:20][C:17]1[CH:18]=[CH:19][C:11]([S:10][C:5]2[CH:6]=[CH:7][CH:8]=[CH:9][C:4]=2[CH2:1][OH:2])=[C:12]([CH2:13][OH:14])[CH:16]=1. (5) Given the reactants [H-].[Na+].[I-].[CH3:4][S+](C)(C)=O.[OH:9][C:10]1[CH:15]=[CH:14][C:13]([CH:16]2[CH2:21][CH2:20][C:19](=[CH:22][C:23]([O:25][CH3:26])=[O:24])[CH2:18][CH2:17]2)=[CH:12][CH:11]=1, predict the reaction product. The product is: [OH:9][C:10]1[CH:11]=[CH:12][C:13]([CH:16]2[CH2:17][CH2:18][C:19]3([CH2:4][CH:22]3[C:23]([O:25][CH3:26])=[O:24])[CH2:20][CH2:21]2)=[CH:14][CH:15]=1. (6) Given the reactants [Br:1][C:2]1[CH:3]=[C:4]2[N:10]=[C:9]([CH:11]3[CH2:15][C@H:14]([CH3:16])[CH2:13][NH:12]3)[NH:8][C:5]2=[N:6][CH:7]=1.[C:17]([O:21][C:22](O[C:22]([O:21][C:17]([CH3:20])([CH3:19])[CH3:18])=[O:23])=[O:23])([CH3:20])([CH3:19])[CH3:18], predict the reaction product. The product is: [Br:1][C:2]1[CH:3]=[C:4]2[N:10]=[C:9]([C@@H:11]3[CH2:15][C@H:14]([CH3:16])[CH2:13][N:12]3[C:22]([O:21][C:17]([CH3:20])([CH3:19])[CH3:18])=[O:23])[NH:8][C:5]2=[N:6][CH:7]=1. (7) Given the reactants C([O:3][C:4](=[O:47])[CH2:5][N:6]([S:32]([N:35]([C:37](=[O:46])[C:38]1[CH:43]=[CH:42][C:41]([O:44][CH3:45])=[CH:40][CH:39]=1)[CH3:36])(=[O:34])=[O:33])[CH2:7][C:8]1[CH:13]=[CH:12][CH:11]=[C:10]([O:14][CH2:15][C:16]2[N:17]=[C:18]([C:22]3[CH:27]=[CH:26][C:25]([C:28]([F:31])([F:30])[F:29])=[CH:24][CH:23]=3)[O:19][C:20]=2[CH3:21])[CH:9]=1)C.O.[OH-].[Li+], predict the reaction product. The product is: [C:37]([N:35]([S:32]([N:6]([CH2:5][C:4]([OH:47])=[O:3])[CH2:7][C:8]1[CH:13]=[CH:12][CH:11]=[C:10]([O:14][CH2:15][C:16]2[N:17]=[C:18]([C:22]3[CH:23]=[CH:24][C:25]([C:28]([F:31])([F:30])[F:29])=[CH:26][CH:27]=3)[O:19][C:20]=2[CH3:21])[CH:9]=1)(=[O:33])=[O:34])[CH3:36])(=[O:46])[C:38]1[CH:43]=[CH:42][C:41]([O:44][CH3:45])=[CH:40][CH:39]=1.